Dataset: Retrosynthesis with 50K atom-mapped reactions and 10 reaction types from USPTO. Task: Predict the reactants needed to synthesize the given product. (1) Given the product Cc1c2cc(-n3ccc(OCc4cccc(Cl)c4)cc3=O)ccc2nn1C, predict the reactants needed to synthesize it. The reactants are: Cc1c2cc(-n3ccc(O)cc3=O)ccc2nn1C.OCc1cccc(Cl)c1. (2) Given the product CC1(c2nc(Cn3ccc(N)n3)cs2)OCCO1, predict the reactants needed to synthesize it. The reactants are: CC1(c2nc(Cn3ccc([N+](=O)[O-])n3)cs2)OCCO1. (3) Given the product Clc1ncc(CNc2nccc3ccccc23)s1, predict the reactants needed to synthesize it. The reactants are: ClCc1cnc(Cl)s1.Nc1nccc2ccccc12. (4) Given the product CC(C)[C@H](N)C(=O)N1CCC[C@H]1C(=O)OC(C)(C)C, predict the reactants needed to synthesize it. The reactants are: CC(C)[C@H](NC(=O)OCc1ccccc1)C(=O)N1CCC[C@H]1C(=O)OC(C)(C)C. (5) Given the product O=C1C=C(c2ccccc2)C(=O)N1Cc1cc([N+](=O)[O-])cc([N+](=O)[O-])c1, predict the reactants needed to synthesize it. The reactants are: O=C1C=C(c2ccccc2)C(=O)N1.O=[N+]([O-])c1cc(CO)cc([N+](=O)[O-])c1.